This data is from Experimentally validated miRNA-target interactions with 360,000+ pairs, plus equal number of negative samples. The task is: Binary Classification. Given a miRNA mature sequence and a target amino acid sequence, predict their likelihood of interaction. The miRNA is mmu-miR-1249-3p with sequence ACGCCCUUCCCCCCCUUCUUCA. The protein sequence of the target gene is MSSSALTCGSTLEKSGDTWEMKALDSSRLVPWPPRGLGSSTQHPNKPHCALASCQGPGVLPGAASALPELTFQGDVCQSETCQRYLQAAISLDIAVSQINLLGRPSSPPALLIQQGSCEQVIHNSTPQFLGMEDGDNERTTGWLWRLCEDIDAEPSSTGCSRSNQLTFTEGCFVRSLSTVYSNTHIHTHL. Result: 0 (no interaction).